This data is from Full USPTO retrosynthesis dataset with 1.9M reactions from patents (1976-2016). The task is: Predict the reactants needed to synthesize the given product. (1) Given the product [CH3:15][O:16][C:17](=[O:38])[CH:18]=[CH:7][C:4]1[CH:5]=[CH:6][C:1]([C:9]2[CH:14]=[CH:13][CH:12]=[CH:11][CH:10]=2)=[CH:2][CH:3]=1, predict the reactants needed to synthesize it. The reactants are: [C:1]1([C:9]2[CH:14]=[CH:13][CH:12]=[CH:11][CH:10]=2)[CH:6]=[CH:5][C:4]([CH:7]=O)=[CH:3][CH:2]=1.[CH3:15][O:16][C:17](=[O:38])[CH:18]=P(C1C=CC=CC=1)(C1C=CC=CC=1)C1C=CC=CC=1. (2) The reactants are: C([O:5][C:6](=[O:35])[CH2:7][N:8]([S:17]([C:20]1[CH:29]=[C:28]2[C:23]([C:24]([Cl:34])=[CH:25][N:26]=[C:27]2[NH:30][C:31]([NH2:33])=[NH:32])=[CH:22][CH:21]=1)(=[O:19])=[O:18])[C@@H:9]([C:11]1[CH:16]=[CH:15][CH:14]=[CH:13][CH:12]=1)[CH3:10])(C)(C)C. Given the product [ClH:34].[Cl:34][C:24]1[C:23]2[C:28](=[CH:29][C:20]([S:17]([N:8]([C@@H:9]([C:11]3[CH:12]=[CH:13][CH:14]=[CH:15][CH:16]=3)[CH3:10])[CH2:7][C:6]([OH:35])=[O:5])(=[O:18])=[O:19])=[CH:21][CH:22]=2)[C:27]([NH:30][C:31]([NH2:33])=[NH:32])=[N:26][CH:25]=1, predict the reactants needed to synthesize it. (3) The reactants are: NCC[N:4]1C(=O)/[C:7](=[CH:10]/[C:11]2[CH:16]=[CH:15][C:14]([O:17][CH2:18][CH3:19])=[CH:13][CH:12]=2)/[S:6][C:5]1=[O:20].[CH2:21]([N:23]([CH2:26]C)[CH2:24][CH3:25])C.[CH2:28]=[O:29].C(O[BH-](OC(=O)C)OC(=O)C)(=O)C.[Na+]. Given the product [CH3:26][N:23]([CH3:21])[CH2:24][CH2:25][N:4]1[C:28](=[O:29])/[C:7](=[CH:10]/[C:11]2[CH:16]=[CH:15][C:14]([O:17][CH2:18][CH3:19])=[CH:13][CH:12]=2)/[S:6][C:5]1=[O:20], predict the reactants needed to synthesize it. (4) Given the product [NH2:35][C@H:9]([CH2:8][C:5]1[CH:4]=[CH:3][C:2]([Cl:1])=[CH:7][CH:6]=1)[C:10]([N:12]1[CH2:17][CH2:16][N:15]([C:18]2[C:23]([C:24]3[CH:29]=[CH:28][CH:27]=[C:26]([O:30][CH3:31])[CH:25]=3)=[CH:22][N:21]=[C:20]3[NH:32][CH:33]=[CH:34][C:19]=23)[CH2:14][CH2:13]1)=[O:11], predict the reactants needed to synthesize it. The reactants are: [Cl:1][C:2]1[CH:7]=[CH:6][C:5]([CH2:8][C@@H:9]([NH:35]C(=O)OC(C)(C)C)[C:10]([N:12]2[CH2:17][CH2:16][N:15]([C:18]3[C:23]([C:24]4[CH:29]=[CH:28][CH:27]=[C:26]([O:30][CH3:31])[CH:25]=4)=[CH:22][N:21]=[C:20]4[NH:32][CH:33]=[CH:34][C:19]=34)[CH2:14][CH2:13]2)=[O:11])=[CH:4][CH:3]=1.C(O)(C(F)(F)F)=O.C1(N)C(F)=C(F)C(F)=C(N)C=1F.Cl.Cl. (5) Given the product [O:4]1[C:12]2[CH:11]=[CH:10][N:9]=[C:8]([N:13]3[CH2:18][CH2:17][N:16]([CH2:19][CH2:20][C@H:21]4[CH2:26][CH2:25][C@H:24]([NH:27][S:36]([CH3:35])(=[O:38])=[O:37])[CH2:23][CH2:22]4)[CH2:15][CH2:14]3)[C:7]=2[CH:6]=[CH:5]1, predict the reactants needed to synthesize it. The reactants are: Cl.Cl.Cl.[O:4]1[C:12]2[CH:11]=[CH:10][N:9]=[C:8]([N:13]3[CH2:18][CH2:17][N:16]([CH2:19][CH2:20][C@H:21]4[CH2:26][CH2:25][C@H:24]([NH2:27])[CH2:23][CH2:22]4)[CH2:15][CH2:14]3)[C:7]=2[CH:6]=[CH:5]1.CCN(CC)CC.[CH3:35][S:36](Cl)(=[O:38])=[O:37].O. (6) Given the product [N:10]([N:3]1[CH:4]([C:7]([OH:9])=[O:8])[CH2:5][CH2:6][O:1][CH2:2]1)=[O:11], predict the reactants needed to synthesize it. The reactants are: [O:1]1[CH2:6][CH2:5][CH:4]([C:7]([OH:9])=[O:8])[NH:3][CH2:2]1.[N:10]([O-])=[O:11].[Na+]. (7) The reactants are: [CH3:1][C:2]1([CH3:10])[O:6][CH:5]([CH2:7][CH2:8][OH:9])[CH2:4][O:3]1.N1C=CC=C[CH:12]=1.[C:31]1(C)[C:30]([S:27](O[S:27]([C:30]2[C:31](C)=[CH:32][CH:33]=[CH:34][CH:35]=2)(=[O:29])=[O:28])(=[O:29])=[O:28])=[CH:35][CH:34]=[CH:33][CH:32]=1. Given the product [CH3:12][C:33]1[CH:34]=[CH:35][C:30]([S:27]([O:9][CH2:8][CH2:7][CH:5]2[CH2:4][O:3][C:2]([CH3:10])([CH3:1])[O:6]2)(=[O:28])=[O:29])=[CH:31][CH:32]=1, predict the reactants needed to synthesize it. (8) Given the product [CH:15]1([CH2:14][C@H:9]2[NH:8][CH2:22][CH:23]([C:26]3[CH:31]=[C:30]([F:32])[CH:29]=[C:28]([F:33])[CH:27]=3)[NH:24][C:10]2=[O:11])[CH2:21][CH2:20][CH2:19][CH2:18][CH2:17][CH2:16]1, predict the reactants needed to synthesize it. The reactants are: C([N:8]([CH2:22][C:23]([C:26]1[CH:31]=[C:30]([F:32])[CH:29]=[C:28]([F:33])[CH:27]=1)=[N:24]O)[C@H:9]([CH2:14][CH:15]1[CH2:21][CH2:20][CH2:19][CH2:18][CH2:17][CH2:16]1)[C:10](OC)=[O:11])C1C=CC=CC=1.C(N(CC(C1C=C(F)C=C(F)C=1)=NO)[C@@H](CC1CCCCCC1)C(OC)=O)C1C=CC=CC=1.[H][H]. (9) Given the product [Br:1][C:2]1[CH:3]=[C:4]2[C:9](=[CH:10][CH:11]=1)[NH:8][C:7](=[O:12])[C:6]([C:13]1[S:14][CH:15]=[CH:16][CH:17]=1)=[C:5]2[CH2:18][OH:19], predict the reactants needed to synthesize it. The reactants are: [Br:1][C:2]1[CH:3]=[C:4]2[C:9](=[CH:10][CH:11]=1)[NH:8][C:7](=[O:12])[C:6]([C:13]1[S:14][CH:15]=[CH:16][CH:17]=1)=[C:5]2[C:18](O)=[O:19].ClC(OCC(C)C)=O.C(N(CC)CC)C.[BH4-].[Na+].